From a dataset of Full USPTO retrosynthesis dataset with 1.9M reactions from patents (1976-2016). Predict the reactants needed to synthesize the given product. (1) Given the product [OH:1][CH2:2][CH2:3][CH2:4][CH2:5][NH:6][S:7]([C:10]1[CH:15]=[CH:14][C:13]([C:22]2[CH:23]=[CH:24][C:19]([S:18][CH3:17])=[CH:20][CH:21]=2)=[CH:12][CH:11]=1)(=[O:9])=[O:8], predict the reactants needed to synthesize it. The reactants are: [OH:1][CH2:2][CH2:3][CH2:4][CH2:5][NH:6][S:7]([C:10]1[CH:15]=[CH:14][C:13](Br)=[CH:12][CH:11]=1)(=[O:9])=[O:8].[CH3:17][S:18][C:19]1[CH:24]=[CH:23][C:22](B(O)O)=[CH:21][CH:20]=1. (2) Given the product [F:27][C:24]1[CH:23]=[CH:22][C:21]([C@:18]([OH:20])([CH3:19])[CH2:17][C:16]([OH:28])=[O:1])=[CH:26][CH:25]=1, predict the reactants needed to synthesize it. The reactants are: [OH-:1].[Li+].C([C@H]1COC(=O)N1[C:16](=[O:28])[CH2:17][C@@:18]([C:21]1[CH:26]=[CH:25][C:24]([F:27])=[CH:23][CH:22]=1)([OH:20])[CH3:19])C1C=CC=CC=1.OO.Cl. (3) Given the product [CH:1]1(/[CH:6]=[C:7](\[C:13]2[CH:18]=[CH:17][C:16]([S:19]([CH2:22][CH:23]3[CH2:25][CH2:24]3)(=[O:21])=[O:20])=[CH:15][CH:14]=2)/[C:8]([OH:10])=[O:9])[CH2:2][CH2:3][CH2:4][CH2:5]1, predict the reactants needed to synthesize it. The reactants are: [CH:1]1(/[CH:6]=[C:7](\[C:13]2[CH:18]=[CH:17][C:16]([S:19]([CH2:22][CH:23]3[CH2:25][CH2:24]3)(=[O:21])=[O:20])=[CH:15][CH:14]=2)/[C:8]([O:10]CC)=[O:9])[CH2:5][CH2:4][CH2:3][CH2:2]1.[OH-].[K+].Cl.